This data is from Catalyst prediction with 721,799 reactions and 888 catalyst types from USPTO. The task is: Predict which catalyst facilitates the given reaction. (1) Reactant: [NH2:1][CH:2]([CH:20]([CH3:22])[CH3:21])[C:3]([N:5]1[CH2:10][CH2:9][CH:8]([O:11][C:12]2[CH:17]=[CH:16][C:15]([Cl:18])=[C:14]([Cl:19])[CH:13]=2)[CH2:7][CH2:6]1)=O. Product: [Cl:19][C:14]1[CH:13]=[C:12]([CH:17]=[CH:16][C:15]=1[Cl:18])[O:11][CH:8]1[CH2:7][CH2:6][N:5]([CH2:3][CH:2]([NH2:1])[CH:20]([CH3:21])[CH3:22])[CH2:10][CH2:9]1. The catalyst class is: 1. (2) Reactant: [F:1][C:2]1[CH:3]=[C:4]([C:10]2[NH:14][C:13]([C:15]([F:18])([F:17])[F:16])=[N:12][C:11]=2[C:19]2[CH:24]=[CH:23][C:22](SC)=[CH:21][CH:20]=2)[CH:5]=[CH:6][C:7]=1[O:8][CH3:9].O[O:28][S:29]([O-:31])=O.[K+].[CH3:33]O. Product: [F:1][C:2]1[CH:3]=[C:4]([C:10]2[N:14]=[C:13]([C:15]([F:16])([F:17])[F:18])[NH:12][C:11]=2[C:19]2[CH:24]=[CH:23][C:22]([S:29]([CH3:33])(=[O:31])=[O:28])=[CH:21][CH:20]=2)[CH:5]=[CH:6][C:7]=1[O:8][CH3:9]. The catalyst class is: 6. (3) Reactant: [Br:1][C:2]1[CH:3]=[CH:4][C:5]([N+:11]([O-])=O)=[C:6]([CH:10]=1)[NH:7][CH2:8][CH3:9]. Product: [Br:1][C:2]1[CH:10]=[C:6]([NH:7][CH2:8][CH3:9])[C:5]([NH2:11])=[CH:4][CH:3]=1. The catalyst class is: 565. (4) Reactant: [CH3:1][C:2]1[C:6]([C:7]2[CH:19]=[C:18]3[C:10]([C:11]4[CH:12]=[C:13]([C:20](O)=[O:21])[CH:14]=[CH:15][C:16]=4[NH:17]3)=[C:9]([C:23](=[O:26])[NH:24][CH3:25])[CH:8]=2)=[C:5]([CH3:27])[O:4][N:3]=1.CN(C(ON1N=NC2C=CC(=CC1=2)Cl)=[N+](C)C)C.F[P-](F)(F)(F)(F)F.[F:53][C:54]1([F:58])[CH2:57][NH:56][CH2:55]1.O. Product: [F:53][C:54]1([F:58])[CH2:57][N:56]([C:20]([C:13]2[CH:12]=[C:11]3[C:16](=[CH:15][CH:14]=2)[NH:17][C:18]2[CH:19]=[C:7]([C:6]4[C:2]([CH3:1])=[N:3][O:4][C:5]=4[CH3:27])[CH:8]=[C:9]([C:23]([NH:24][CH3:25])=[O:26])[C:10]3=2)=[O:21])[CH2:55]1. The catalyst class is: 239. (5) Reactant: [NH:1]1[CH:5]=[C:4]([B:6]2[O:14][C:11]([CH3:13])([CH3:12])[C:8]([CH3:10])([CH3:9])[O:7]2)[CH:3]=[N:2]1.C1(=O)O[CH2:18][CH2:17][O:16]1.[OH-].[Na+].C. Product: [CH3:12][C:11]1([CH3:13])[C:8]([CH3:9])([CH3:10])[O:7][B:6]([C:4]2[CH:3]=[N:2][N:1]([CH2:18][CH2:17][OH:16])[CH:5]=2)[O:14]1. The catalyst class is: 3.